Predict the reactants needed to synthesize the given product. From a dataset of Full USPTO retrosynthesis dataset with 1.9M reactions from patents (1976-2016). (1) Given the product [CH3:1][C:2]1[C:3]([NH:23][C:25]2[CH:26]=[C:27]([S:31]([NH2:34])(=[O:33])=[O:32])[CH:28]=[CH:29][CH:30]=2)=[N:4][C:5]([NH:8][C:9]2[CH:10]=[CH:11][C:12]([O:15][CH2:16][CH2:17][N:18]3[CH2:22][CH2:21][CH2:20][CH2:19]3)=[CH:13][CH:14]=2)=[N:6][CH:7]=1, predict the reactants needed to synthesize it. The reactants are: [CH3:1][C:2]1[C:3]([NH2:23])=[N:4][C:5]([NH:8][C:9]2[CH:14]=[CH:13][C:12]([O:15][CH2:16][CH2:17][N:18]3[CH2:22][CH2:21][CH2:20][CH2:19]3)=[CH:11][CH:10]=2)=[N:6][CH:7]=1.Br[C:25]1[CH:26]=[C:27]([S:31]([NH2:34])(=[O:33])=[O:32])[CH:28]=[CH:29][CH:30]=1.CC1(C)C2C(=C(P(C3C=CC=CC=3)C3C=CC=CC=3)C=CC=2)OC2C(P(C3C=CC=CC=3)C3C=CC=CC=3)=CC=CC1=2.C(=O)([O-])[O-].[Cs+].[Cs+]. (2) Given the product [Br:1][C:2]1[CH:7]=[C:6]([CH3:5])[CH:22]=[CH:15][C:14]=1[NH:11][C:16](=[O:20])[C:17]([CH3:19])=[CH2:18], predict the reactants needed to synthesize it. The reactants are: [Br:1][C:2]1[C:7](N)=[CH:6][CH:5]=CN=1.C([N:11]([CH2:14][CH3:15])CC)C.[C:16](Cl)(=[O:20])[C:17]([CH3:19])=[CH2:18].[CH2:22](Cl)Cl. (3) Given the product [C:14]([C:11]1[N:12]([CH3:13])[C:8]([C:5]2[CH:6]=[CH:7][C:2]([NH:1][S:19]([CH:16]([CH3:18])[CH3:17])(=[O:21])=[O:20])=[CH:3][CH:4]=2)=[CH:9][CH:10]=1)#[N:15], predict the reactants needed to synthesize it. The reactants are: [NH2:1][C:2]1[CH:7]=[CH:6][C:5]([C:8]2[N:12]([CH3:13])[C:11]([C:14]#[N:15])=[CH:10][CH:9]=2)=[CH:4][CH:3]=1.[CH:16]([S:19](Cl)(=[O:21])=[O:20])([CH3:18])[CH3:17].